From a dataset of Catalyst prediction with 721,799 reactions and 888 catalyst types from USPTO. Predict which catalyst facilitates the given reaction. (1) Reactant: [CH3:1][CH2:2][CH:3]([OH:6])[CH2:4][CH3:5].[H-].[Na+].Cl[C:10]1[C:19]2[C:14](=[C:15]([C:20]3[C:25]([CH3:26])=[CH:24][C:23]([CH3:27])=[CH:22][C:21]=3[CH3:28])[CH:16]=[CH:17][CH:18]=2)[N:13]=[C:12]([CH3:29])[CH:11]=1.CS(C)=O. Product: [CH2:2]([CH:3]([O:6][C:10]1[C:19]2[C:14](=[C:15]([C:20]3[C:21]([CH3:28])=[CH:22][C:23]([CH3:27])=[CH:24][C:25]=3[CH3:26])[CH:16]=[CH:17][CH:18]=2)[N:13]=[C:12]([CH3:29])[CH:11]=1)[CH2:4][CH3:5])[CH3:1]. The catalyst class is: 1. (2) Reactant: [Cl:1][C:2]1[CH:7]=[CH:6][CH:5]=[C:4]([F:8])[CH:3]=1.C([Li])CCC.[Br:14]Br.S([O-])([O-])=O.[Na+].[Na+].[OH-].[Na+]. Product: [Br:14][C:3]1[C:4]([F:8])=[CH:5][CH:6]=[CH:7][C:2]=1[Cl:1]. The catalyst class is: 30. (3) Reactant: C[Si]([C:5]#[C:6][C:7]1[CH:12]=[CH:11][C:10]([C:13]#[C:14][C:15]2[CH:20]=[C:19]([O:21][CH3:22])[CH:18]=[C:17]([O:23][CH3:24])[CH:16]=2)=[CH:9][CH:8]=1)(C)C.C(=O)([O-])[O-].[K+].[K+].CO. Product: [C:6]([C:7]1[CH:8]=[CH:9][C:10]([C:13]#[C:14][C:15]2[CH:20]=[C:19]([O:21][CH3:22])[CH:18]=[C:17]([O:23][CH3:24])[CH:16]=2)=[CH:11][CH:12]=1)#[CH:5]. The catalyst class is: 2.